This data is from Full USPTO retrosynthesis dataset with 1.9M reactions from patents (1976-2016). The task is: Predict the reactants needed to synthesize the given product. (1) Given the product [O:23]=[C:14]1[N:13]([C:10]2[CH:9]=[CH:8][C:7]([N:1]3[CH2:6][CH2:5][N:4]([CH2:35][CH2:36][CH2:37][C:38]4[C:46]5[C:41](=[CH:42][CH:43]=[C:44]([C:47]#[N:48])[CH:45]=5)[NH:40][CH:39]=4)[CH2:3][CH2:2]3)=[CH:12][CH:11]=2)[CH:22]=[CH:21][C:20]2[N:19]=[CH:18][CH:17]=[CH:16][C:15]1=2, predict the reactants needed to synthesize it. The reactants are: [N:1]1([C:7]2[CH:12]=[CH:11][C:10]([N:13]3[CH:22]=[CH:21][C:20]4[N:19]=[CH:18][CH:17]=[CH:16][C:15]=4[C:14]3=[O:23])=[CH:9][CH:8]=2)[CH2:6][CH2:5][NH:4][CH2:3][CH2:2]1.CC1C=CC(S(O[CH2:35][CH2:36][CH2:37][C:38]2[C:46]3[C:41](=[CH:42][CH:43]=[C:44]([C:47]#[N:48])[CH:45]=3)[NH:40][CH:39]=2)(=O)=O)=CC=1.C(=O)([O-])[O-].[K+].[K+].[I-].[K+]. (2) Given the product [CH2:1]([O:3][C:4]([C:6]1[CH:7]2[N:30]([C:39]([O:42][C:61]([CH3:63])([CH3:62])[CH3:60])=[O:41])[CH:11]([CH2:12][C:13]=1[C:14]1[S:15][CH:16]=[C:17]([CH2:19][CH2:20][CH2:21][OH:22])[N:18]=1)[CH2:10][N:9]([C:32]([O:34][C:35]([CH3:38])([CH3:36])[CH3:37])=[O:33])[CH2:8]2)=[O:5])[CH3:2], predict the reactants needed to synthesize it. The reactants are: [CH2:1]([O:3][C:4]([C:6]1[CH:7]2[N:30](C)[CH:11]([CH2:12][C:13]=1[C:14]1[S:15][CH:16]=[C:17]([CH2:19][CH2:20][CH2:21][O:22][Si](C(C)(C)C)(C)C)[N:18]=1)[CH2:10][N:9]([C:32]([O:34][C:35]([CH3:38])([CH3:37])[CH3:36])=[O:33])[CH2:8]2)=[O:5])[CH3:2].[C:39]([O-:42])([OH:41])=O.[Na+].ClC(OC(Cl)=O)C.CCN(C(C)C)C(C)C.[CH3:60][C:61](OC(OC(O[C:61]([CH3:63])([CH3:62])[CH3:60])=O)=O)([CH3:63])[CH3:62].